This data is from Catalyst prediction with 721,799 reactions and 888 catalyst types from USPTO. The task is: Predict which catalyst facilitates the given reaction. (1) Product: [CH:13]1([CH2:16][N:17]2[C:18]([C:19]([O:21][CH2:22][CH3:23])=[O:20])=[C:6]([OH:8])[C:5]3[C:4](=[CH:3][C:2]([F:1])=[CH:12][CH:11]=3)[C:9]2=[O:10])[CH2:14][CH2:15]1. The catalyst class is: 30. Reactant: [F:1][C:2]1[CH:3]=[C:4]2[C:9](=[O:10])[O:8][C:6](=O)[C:5]2=[CH:11][CH:12]=1.[CH:13]1([CH2:16][NH:17][CH2:18][C:19]([O:21][CH2:22][CH3:23])=[O:20])[CH2:15][CH2:14]1.C(=O)([O-])[O-].[K+].[K+].C(I)C.C(O)C.[O-]CC.[Na+].Cl. (2) Reactant: Cl[C:2]1[C:7]([N+:8]([O-:10])=[O:9])=[C:6]([Cl:11])[N:5]=[CH:4][N:3]=1.[NH2:12][C:13]1[CH:18]=[CH:17][C:16]([S:19]([NH2:22])(=[O:21])=[O:20])=[CH:15][CH:14]=1.C(N(CC)CC)C. Product: [Cl:11][C:6]1[N:5]=[CH:4][N:3]=[C:2]([NH:12][C:13]2[CH:18]=[CH:17][C:16]([S:19]([NH2:22])(=[O:20])=[O:21])=[CH:15][CH:14]=2)[C:7]=1[N+:8]([O-:10])=[O:9]. The catalyst class is: 41. (3) Reactant: [Cl:1][C:2]1[CH:7]=[CH:6][C:5]([OH:8])=[CH:4][CH:3]=1.[Br:9][C:10]1[CH:15]=[CH:14][CH:13]=[CH:12][C:11]=1F.[OH-].[K+].O. Product: [Br:9][C:10]1[CH:15]=[CH:14][C:13]([O:8][C:5]2[CH:6]=[CH:7][C:2]([Cl:1])=[CH:3][CH:4]=2)=[CH:12][CH:11]=1. The catalyst class is: 37. (4) Reactant: [Cl:1][C:2]1[C:3]([CH3:15])=[C:4]([N+:12]([O-:14])=[O:13])[C:5]([OH:11])=[C:6]([C:8](=[O:10])[CH3:9])[CH:7]=1.C(N(CC)CC)C.[F:23][C:24]([F:37])([F:36])[S:25](O[S:25]([C:24]([F:37])([F:36])[F:23])(=[O:27])=[O:26])(=[O:27])=[O:26]. Product: [F:23][C:24]([F:37])([F:36])[S:25]([O:11][C:5]1[C:6]([C:8](=[O:10])[CH3:9])=[CH:7][C:2]([Cl:1])=[C:3]([CH3:15])[C:4]=1[N+:12]([O-:14])=[O:13])(=[O:27])=[O:26]. The catalyst class is: 2. (5) Reactant: [CH3:1][C:2]1([CH3:18])[C:10]2[C:9]3[CH:11]=[CH:12][CH:13]=[CH:14][C:8]=3[CH:7]=[CH:6][C:5]=2[N:4]=[C:3]1[C:15]([OH:17])=[O:16].[C:19]1(O)[CH:24]=[CH:23][CH:22]=[CH:21][CH:20]=1. Product: [C:19]1([O:16][C:15]([C:3]2[C:2]([CH3:18])([CH3:1])[C:10]3[C:9]4[CH:11]=[CH:12][CH:13]=[CH:14][C:8]=4[CH:7]=[CH:6][C:5]=3[N:4]=2)=[O:17])[CH:24]=[CH:23][CH:22]=[CH:21][CH:20]=1. The catalyst class is: 2. (6) Reactant: [O:1]1[C:9]2[CH2:8][CH2:7][NH:6][CH2:5][C:4]=2[C:3]([C:10]([O:12][CH2:13][CH3:14])=[O:11])=[N:2]1.[Cl:15][C:16]1[CH:21]=[CH:20][C:19]([N:22]=[C:23]=[O:24])=[CH:18][C:17]=1[Cl:25]. Product: [Cl:25][C:17]1[CH:18]=[C:19]([NH:22][C:23]([N:6]2[CH2:7][CH2:8][C:9]3[O:1][N:2]=[C:3]([C:10]([O:12][CH2:13][CH3:14])=[O:11])[C:4]=3[CH2:5]2)=[O:24])[CH:20]=[CH:21][C:16]=1[Cl:15]. The catalyst class is: 11. (7) Reactant: [Br:1][C:2]1[CH:10]=[C:9]2[C:5]([C:6]([CH:11]=[O:12])=[CH:7][NH:8]2)=[CH:4][CH:3]=1.[H-].[Na+].[CH3:15][O:16][C:17]1[CH:22]=[CH:21][C:20]([S:23](Cl)(=[O:25])=[O:24])=[CH:19][C:18]=1[N:27]1[CH2:32][CH2:31][O:30][CH2:29][CH2:28]1. Product: [Br:1][C:2]1[CH:10]=[C:9]2[C:5]([C:6]([CH:11]=[O:12])=[CH:7][N:8]2[S:23]([C:20]2[CH:21]=[CH:22][C:17]([O:16][CH3:15])=[C:18]([N:27]3[CH2:32][CH2:31][O:30][CH2:29][CH2:28]3)[CH:19]=2)(=[O:24])=[O:25])=[CH:4][CH:3]=1. The catalyst class is: 1.